This data is from Full USPTO retrosynthesis dataset with 1.9M reactions from patents (1976-2016). The task is: Predict the reactants needed to synthesize the given product. (1) Given the product [Cl:1][C:28]1[C:21]2[C:20]([NH:19][C:11]3[CH:12]=[CH:13][C:14]([N+:16]([O-:18])=[O:17])=[CH:15][C:10]=3[F:9])=[CH:25][CH:24]=[N:23][C:22]=2[NH:26][CH:27]=1, predict the reactants needed to synthesize it. The reactants are: [Cl:1]N1C(=O)CCC1=O.[F:9][C:10]1[CH:15]=[C:14]([N+:16]([O-:18])=[O:17])[CH:13]=[CH:12][C:11]=1[NH:19][C:20]1[C:21]2[CH:28]=[CH:27][NH:26][C:22]=2[N:23]=[CH:24][CH:25]=1.C(=O)(O)[O-].[Na+]. (2) Given the product [CH3:21][CH:2]([CH3:1])[C@@H:3]([N:7]1[CH:16]=[CH:15][C:14]2[C:9](=[CH:10][CH:11]=[CH:12][C:13]=2[N+:17]([O-:19])=[O:18])[C:8]1=[O:20])[C:4]([NH:26][CH3:30])=[O:6], predict the reactants needed to synthesize it. The reactants are: [CH3:1][CH:2]([CH3:21])[C@@H:3]([N:7]1[CH:16]=[CH:15][C:14]2[C:9](=[CH:10][CH:11]=[CH:12][C:13]=2[N+:17]([O-:19])=[O:18])[C:8]1=[O:20])[C:4]([OH:6])=O.CN.O.O[N:26]1[C:30]2C=CC=CC=2N=N1.Cl.CN(C)CCCN=C=NCC.C(N(CC)C(C)C)(C)C. (3) Given the product [Br:1][C:2]1[CH:3]=[CH:4][C:5]([C:8]2[C:9]([C:10]3[CH:15]=[CH:14][N:13]=[CH:12][CH:11]=3)=[CH:17][N:18]([CH3:20])[N:19]=2)=[N:6][CH:7]=1, predict the reactants needed to synthesize it. The reactants are: [Br:1][C:2]1[CH:3]=[CH:4][C:5]([C:8](=O)[CH2:9][C:10]2[CH:15]=[CH:14][N:13]=[CH:12][CH:11]=2)=[N:6][CH:7]=1.[CH3:17][NH:18][NH2:19].[CH3:20]N(C(OC)OC)C. (4) Given the product [C:41]([O:44][CH2:45][O:29][C:28]1[C:23]([C:21]([NH:20][C@H:12]2[CH2:11][O:10][C:9](=[O:32])[C@H:8]([CH2:1][C:2]3[CH:3]=[CH:4][CH:5]=[CH:6][CH:7]=3)[C@@H:16]([OH:17])[C@H:15]([CH3:18])[O:14][C:13]2=[O:19])=[O:22])=[N:24][CH:25]=[CH:26][C:27]=1[O:30][CH3:31])(=[O:43])[CH3:42], predict the reactants needed to synthesize it. The reactants are: [CH2:1]([C@@H:8]1[C@@H:16]([OH:17])[C@H:15]([CH3:18])[O:14][C:13](=[O:19])[C@@H:12]([NH:20][C:21]([C:23]2[C:28]([OH:29])=[C:27]([O:30][CH3:31])[CH:26]=[CH:25][N:24]=2)=[O:22])[CH2:11][O:10][C:9]1=[O:32])[C:2]1[CH:7]=[CH:6][CH:5]=[CH:4][CH:3]=1.C(=O)([O-])[O-].[K+].[K+].[I-].[Na+].[C:41]([O:44][CH2:45]Br)(=[O:43])[CH3:42].